From a dataset of Catalyst prediction with 721,799 reactions and 888 catalyst types from USPTO. Predict which catalyst facilitates the given reaction. (1) Reactant: [CH3:1][CH2:2][N:3]([CH2:6][C:7]([NH:9][C:10]1[C:11]([CH3:17])=[CH:12][CH:13]=[CH:14][C:15]=1[CH3:16])=[O:8])[CH2:4][CH3:5].Cl.[Na].[CH3:20][CH2:21][CH2:22][CH2:23][CH:24]([CH2:27][O:28][C:29]([CH2:31][CH:32]([S:44]([OH:47])(=[O:46])=[O:45])[C:33]([O:35][CH2:36][CH:37]([CH2:40][CH2:41][CH2:42][CH3:43])[CH2:38][CH3:39])=[O:34])=[O:30])[CH2:25][CH3:26].[Na+].[Cl-].C(Cl)(Cl)Cl. Product: [CH3:5][CH2:4][N:3]([CH2:6][C:7]([NH:9][C:10]1[C:15]([CH3:16])=[CH:14][CH:13]=[CH:12][C:11]=1[CH3:17])=[O:8])[CH2:2][CH3:1].[CH3:20][CH2:21][CH2:22][CH2:23][CH:24]([CH2:27][O:28][C:29]([CH2:31][CH:32]([S:44]([OH:47])(=[O:46])=[O:45])[C:33]([O:35][CH2:36][CH:37]([CH2:40][CH2:41][CH2:42][CH3:43])[CH2:38][CH3:39])=[O:34])=[O:30])[CH2:25][CH3:26]. The catalyst class is: 5. (2) The catalyst class is: 136. Reactant: [F:1][C:2]1[CH:7]=[CH:6][C:5]([CH:8]([C:33]2[CH:38]=[CH:37][C:36]([C:39]([F:42])([F:41])[F:40])=[CH:35][CH:34]=2)[O:9][C:10]2[CH:18]=[CH:17][C:16]([NH:19][C:20]([NH:22][C:23]3[CH:28]=[CH:27][C:26]([O:29][CH3:30])=[C:25]([O:31][CH3:32])[CH:24]=3)=[O:21])=[CH:15][C:11]=2[C:12]([O-:14])=O)=[CH:4][CH:3]=1.O[N:44]1[C:48]2[CH:49]=CC=C[C:47]=2N=N1.C(N)(C)C.Cl.CN(C)CCCN=C=NCC. Product: [CH3:32][O:31][C:25]1[CH:24]=[C:23]([NH:22][C:20]([NH:19][C:16]2[CH:17]=[CH:18][C:10]([O:9][CH:8]([C:5]3[CH:4]=[CH:3][C:2]([F:1])=[CH:7][CH:6]=3)[C:33]3[CH:38]=[CH:37][C:36]([C:39]([F:42])([F:40])[F:41])=[CH:35][CH:34]=3)=[C:11]([CH:15]=2)[C:12]([NH:44][CH:48]([CH3:49])[CH3:47])=[O:14])=[O:21])[CH:28]=[CH:27][C:26]=1[O:29][CH3:30]. (3) Reactant: C([O:9][C:10]1[CH:15]=[C:14]([I:16])[C:13]([O:17][C:18]2[CH:23]=[CH:22][C:21]([O:24][CH3:25])=[C:20]([CH:26]([CH3:28])[CH3:27])[CH:19]=2)=[C:12]([I:29])[CH:11]=1)(=O)C1C=CC=CC=1.[OH-].[Na+].Cl. Product: [I:16][C:14]1[CH:15]=[C:10]([OH:9])[CH:11]=[C:12]([I:29])[C:13]=1[O:17][C:18]1[CH:23]=[CH:22][C:21]([O:24][CH3:25])=[C:20]([CH:26]([CH3:27])[CH3:28])[CH:19]=1. The catalyst class is: 24. (4) Reactant: Br[CH2:2][C:3]#[N:4].C(N(C(C)C)C(C)C)C.[CH3:14][S:15][C:16](=[O:30])[CH2:17][CH2:18][C@H:19]([NH:23][C:24](=[O:29])[CH2:25][CH2:26][CH:27]=[CH2:28])[C:20]([OH:22])=[O:21].[Cl-].[NH4+]. Product: [CH3:14][S:15][C:16](=[O:30])[CH2:17][CH2:18][C@H:19]([NH:23][C:24](=[O:29])[CH2:25][CH2:26][CH:27]=[CH2:28])[C:20]([O:22][CH2:2][C:3]#[N:4])=[O:21]. The catalyst class is: 16. (5) Reactant: [Cl:1][C:2]1[C:7]2[O:8][CH2:9][O:10][C:6]=2[CH:5]=[C:4]([CH:11]=[O:12])[CH:3]=1.[BH4-].[Na+].[NH4+].[Cl-]. Product: [Cl:1][C:2]1[C:7]2[O:8][CH2:9][O:10][C:6]=2[CH:5]=[C:4]([CH2:11][OH:12])[CH:3]=1. The catalyst class is: 1. (6) Reactant: [NH:1]1[CH2:5][CH2:4][CH2:3][CH2:2]1.C(=O)([O-])[O-].[K+].[K+].Br[CH2:13][C:14]1[CH:19]=[CH:18][C:17]([CH2:20][C:21]#[N:22])=[CH:16][CH:15]=1. Product: [N:1]1([CH2:13][C:14]2[CH:19]=[CH:18][C:17]([CH2:20][C:21]#[N:22])=[CH:16][CH:15]=2)[CH2:5][CH2:4][CH2:3][CH2:2]1. The catalyst class is: 9. (7) Product: [CH3:1][O:2][C:3](=[O:25])[CH:4]([CH2:17][CH2:18][C:19]1[CH:20]=[CH:21][CH:22]=[CH:23][CH:24]=1)[CH:5]([C:14](=[O:16])[NH:32][CH2:30][CH2:29][C:48]1[CH:47]=[CH:46][C:45]([C:36]2[CH:41]=[CH:40][CH:39]=[CH:38][CH:37]=2)=[CH:50][CH:49]=1)[CH2:6][C:7]([O:9][C:10]([CH3:12])([CH3:13])[CH3:11])=[O:8]. Reactant: [CH3:1][O:2][C:3](=[O:25])[CH:4]([CH2:17][CH2:18][C:19]1[CH:24]=[CH:23][CH:22]=[CH:21][CH:20]=1)[CH:5]([C:14]([OH:16])=O)[CH2:6][C:7]([O:9][C:10]([CH3:13])([CH3:12])[CH3:11])=[O:8].C1C=C[C:29]2N(O)N=[N:32][C:30]=2C=1.[C:36]1([C:45]2[CH:50]=[CH:49][CH:48]=[CH:47][CH:46]=2)[C:37](CCN)=[CH:38][CH:39]=[CH:40][CH:41]=1.CC(C)N=C=NC(C)C. The catalyst class is: 3. (8) Reactant: [Cl:1][C:2]1[CH:3]=[N:4][C:5]2[C:10]([CH:11]=1)=[CH:9][C:8]([CH2:12][C:13]1[CH:14]=[C:15]([CH:19]=[CH:20][N:21]=1)[C:16]([OH:18])=O)=[CH:7][C:6]=2[S:22]([CH3:25])(=[O:24])=[O:23].Cl.[NH2:27][CH2:28][C:29]1[C:30]([CH3:37])=[CH:31][C:32]([NH2:36])=[N:33][C:34]=1[CH3:35].CCN=C=NCCCN(C)C.C1C=CC2N(O)N=NC=2C=1. Product: [NH2:36][C:32]1[N:33]=[C:34]([CH3:35])[C:29]([CH2:28][NH:27][C:16](=[O:18])[C:15]2[CH:19]=[CH:20][N:21]=[C:13]([CH2:12][C:8]3[CH:9]=[C:10]4[C:5](=[C:6]([S:22]([CH3:25])(=[O:24])=[O:23])[CH:7]=3)[N:4]=[CH:3][C:2]([Cl:1])=[CH:11]4)[CH:14]=2)=[C:30]([CH3:37])[CH:31]=1. The catalyst class is: 18.